Dataset: Full USPTO retrosynthesis dataset with 1.9M reactions from patents (1976-2016). Task: Predict the reactants needed to synthesize the given product. (1) Given the product [F:32][C:28]1[CH:27]=[C:26]2[C:31]([C:23]([C:20]3[CH:21]=[CH:22][C:16]4[S:15](=[O:40])(=[O:41])[N:14]([CH:11]5[CH2:10][CH2:9][NH:8][CH2:13][CH2:12]5)[CH2:18][C:17]=4[CH:19]=3)=[CH:24][NH:25]2)=[CH:30][CH:29]=1, predict the reactants needed to synthesize it. The reactants are: C(OC([N:8]1[CH2:13][CH2:12][CH:11]([N:14]2[CH2:18][C:17]3[CH:19]=[C:20]([C:23]4[C:31]5[C:26](=[CH:27][C:28]([F:32])=[CH:29][CH:30]=5)[N:25](C(OC(C)(C)C)=O)[CH:24]=4)[CH:21]=[CH:22][C:16]=3[S:15]2(=[O:41])=[O:40])[CH2:10][CH2:9]1)=O)(C)(C)C.FC(F)(F)C(O)=O.N.O. (2) The reactants are: [N:1]([O-])=O.[Na+].[F:5][C:6]1[C:12]([F:13])=[CH:11][CH:10]=[CH:9][C:7]=1[NH2:8].[Sn](Cl)[Cl:15]. Given the product [ClH:15].[F:5][C:6]1[C:12]([F:13])=[CH:11][CH:10]=[CH:9][C:7]=1[NH:8][NH2:1], predict the reactants needed to synthesize it. (3) Given the product [N:15]1([CH2:14][CH2:13][N:12]2[C:11]3[C:2](=[CH:3][C:4]4[C:5](=[O:31])[C:6]([C:29]#[N:30])=[CH:7][NH:8][C:9]=4[CH:10]=3)[N:1]=[CH:33]2)[CH2:16][CH2:17][O:18][CH2:19][CH2:20]1, predict the reactants needed to synthesize it. The reactants are: [NH2:1][C:2]1[CH:3]=[C:4]2[C:9](=[CH:10][C:11]=1[NH:12][CH2:13][CH2:14][N:15]1[CH2:20][CH2:19][O:18][CH2:17][CH2:16]1)[N:8](COCC[Si](C)(C)C)[CH:7]=[C:6]([C:29]#[N:30])[C:5]2=[O:31].N1C=CN=[CH:33]1. (4) Given the product [CH3:34][O:33][CH2:32][CH2:31][O:30][CH2:29][O:28][C:25]1[CH:26]=[CH:27][C:22]([C:21]([NH:20][CH2:19][C@H:14]([N:11]2[CH2:10][CH2:9][NH:8][CH2:13][CH2:12]2)[C:15]([O:17][CH3:18])=[O:16])=[O:35])=[CH:23][CH:24]=1, predict the reactants needed to synthesize it. The reactants are: C([N:8]1[CH2:13][CH2:12][N:11]([C@@H:14]([CH2:19][NH:20][C:21](=[O:35])[C:22]2[CH:27]=[CH:26][C:25]([O:28][CH2:29][O:30][CH2:31][CH2:32][O:33][CH3:34])=[CH:24][CH:23]=2)[C:15]([O:17][CH3:18])=[O:16])[CH2:10][CH2:9]1)C1C=CC=CC=1. (5) Given the product [Cl:27][CH2:28][CH2:29][CH2:30][N:7]1[C:6](=[O:15])[C:5]2[C:10](=[CH:11][C:12]([O:13][CH3:14])=[C:3]([O:2][CH3:1])[CH:4]=2)[N:9]=[CH:8]1, predict the reactants needed to synthesize it. The reactants are: [CH3:1][O:2][C:3]1[CH:4]=[C:5]2[C:10](=[CH:11][C:12]=1[O:13][CH3:14])[N:9]=[CH:8][NH:7][C:6]2=[O:15].C1C=CC2N=CNC(=O)C=2C=1.[Cl:27][CH2:28][CH2:29][CH2:30]I.C(=O)([O-])[O-].[K+].[K+]. (6) Given the product [O:11]=[C:6]1[C:5]2([CH2:15][CH2:14][CH2:13][CH2:12]2)[C:4]2[C:8](=[CH:9][CH:10]=[C:2]([C:24]3[N:23]([C:21]([O:20][C:16]([CH3:19])([CH3:18])[CH3:17])=[O:22])[CH:27]=[CH:26][CH:25]=3)[CH:3]=2)[NH:7]1, predict the reactants needed to synthesize it. The reactants are: Br[C:2]1[CH:3]=[C:4]2[C:8](=[CH:9][CH:10]=1)[NH:7][C:6](=[O:11])[C:5]12[CH2:15][CH2:14][CH2:13][CH2:12]1.[C:16]([O:20][C:21]([N:23]1[CH:27]=[CH:26][CH:25]=[C:24]1B(O)O)=[O:22])([CH3:19])([CH3:18])[CH3:17].C(=O)([O-])[O-].[K+].[K+]. (7) The reactants are: FC(F)(F)C(O)=O.[F:8][C:9]1[CH:43]=[CH:42][CH:41]=[C:40]([F:44])[C:10]=1[CH2:11][O:12][C:13]1[C:14]2[N:15]([C:20]([C:24]([NH:26][CH:27]3[CH:31]([F:32])[CH2:30][N:29](C(OC(C)(C)C)=O)[CH2:28]3)=[O:25])=[C:21]([CH3:23])[N:22]=2)[CH:16]=[C:17]([CH3:19])[CH:18]=1.Cl. Given the product [F:8][C:9]1[CH:43]=[CH:42][CH:41]=[C:40]([F:44])[C:10]=1[CH2:11][O:12][C:13]1[C:14]2[N:15]([C:20]([C:24]([NH:26][CH:27]3[CH:31]([F:32])[CH2:30][NH:29][CH2:28]3)=[O:25])=[C:21]([CH3:23])[N:22]=2)[CH:16]=[C:17]([CH3:19])[CH:18]=1, predict the reactants needed to synthesize it. (8) Given the product [F:25][C:22]1[CH:23]=[C:24]2[C:19]([C:18](=[O:35])[C:17]([C:36]([OH:38])=[O:37])=[CH:16][N:15]2[C@@H:10]([C:11]([CH3:14])([CH3:13])[CH3:12])[CH2:9][OH:8])=[CH:20][C:21]=1[NH:26][CH2:27][C:28]1[CH:29]=[CH:30][C:31]([F:34])=[CH:32][CH:33]=1, predict the reactants needed to synthesize it. The reactants are: [Si]([O:8][CH2:9][C@@H:10]([N:15]1[C:24]2[C:19](=[CH:20][C:21]([NH:26][CH2:27][C:28]3[CH:33]=[CH:32][C:31]([F:34])=[CH:30][CH:29]=3)=[C:22]([F:25])[CH:23]=2)[C:18](=[O:35])[C:17]([C:36]([O:38]CC)=[O:37])=[CH:16]1)[C:11]([CH3:14])([CH3:13])[CH3:12])(C(C)(C)C)(C)C.O(C)[Na].O.